From a dataset of Forward reaction prediction with 1.9M reactions from USPTO patents (1976-2016). Predict the product of the given reaction. (1) Given the reactants [CH3:1][O:2][C:3]1[CH:8]=[C:7]([CH3:9])[CH:6]=[CH:5][C:4]=1[C:10]1[O:14][C:13]([SH:15])=[N:12][N:11]=1.C(=O)([O-])[O-].[K+].[K+].Br[CH2:23][CH2:24][C:25]([O:27][C:28]([CH3:31])([CH3:30])[CH3:29])=[O:26].ClCCl, predict the reaction product. The product is: [CH3:1][O:2][C:3]1[CH:8]=[C:7]([CH3:9])[CH:6]=[CH:5][C:4]=1[C:10]1[O:14][C:13]([S:15][CH2:23][CH2:24][C:25]([O:27][C:28]([CH3:31])([CH3:30])[CH3:29])=[O:26])=[N:12][N:11]=1. (2) Given the reactants [CH2:1]([N:8]1[C:12]([C:13]2[CH:18]=[CH:17][CH:16]=[CH:15][CH:14]=2)=[CH:11][C:10]2[CH:19]=[C:20]([C:22]([O:24][CH3:25])=[O:23])[S:21][C:9]1=2)[C:2]1[CH:7]=[CH:6][CH:5]=[CH:4][CH:3]=1.C(OC(=O)C)(=O)C.[C:33]1(=O)[CH2:38][CH2:37][CH2:36][CH2:35][CH2:34]1.P(=O)(O)(O)O, predict the reaction product. The product is: [CH2:1]([N:8]1[C:12]([C:13]2[CH:18]=[CH:17][CH:16]=[CH:15][CH:14]=2)=[C:11]([C:33]2[CH2:38][CH2:37][CH2:36][CH2:35][CH:34]=2)[C:10]2[CH:19]=[C:20]([C:22]([O:24][CH3:25])=[O:23])[S:21][C:9]1=2)[C:2]1[CH:3]=[CH:4][CH:5]=[CH:6][CH:7]=1. (3) Given the reactants [OH:1][C@H:2]1[CH2:7][N:6]([C:8]([O:10][CH2:11][C:12]2C=CC=[CH:14][CH:13]=2)=[O:9])[C@H:5]([CH3:18])[CH2:4][CH2:3]1.C(OC(OC(C)(C)C)=O)(OC(C)(C)C)=O, predict the reaction product. The product is: [OH:1][C@H:2]1[CH2:7][N:6]([C:8]([O:10][CH2:11][CH2:12][CH2:13][CH3:14])=[O:9])[C@H:5]([CH3:18])[CH2:4][CH2:3]1. (4) Given the reactants FC(F)(F)S([O:6][C:7]1[CH:16]=[CH:15][C:14]2[C:9](=[CH:10][CH:11]=[C:12]([C:17]3[CH:22]=[CH:21][C:20]([F:23])=[CH:19][C:18]=3[C:24]#[N:25])[CH:13]=2)[CH:8]=1)(=O)=O.[C:28]1([S:34]([O-:36])=[O:35])[CH:33]=[CH:32][CH:31]=[CH:30][CH:29]=1.[Na+].C(=O)([O-])[O-].[Cs+].[Cs+].C1(P(C2C=CC=CC=2)C2[C:64]3[O:63][C:62]4C(=CC=C[C:61]=4P(C4C=CC=CC=4)C4C=CC=CC=4)[C:56](C)(C)[C:55]=3[CH:54]=[CH:53][CH:52]=2)C=CC=CC=1, predict the reaction product. The product is: [C:62]([O:6][CH2:7][CH3:16])(=[O:63])[CH3:61].[CH3:52][CH2:53][CH2:54][CH:55]([CH3:56])[CH3:64].[F:23][C:20]1[CH:21]=[CH:22][C:17]([C:12]2[CH:11]=[CH:10][C:9]3[C:14](=[CH:15][CH:16]=[C:7]([S:34]([C:28]4[CH:33]=[CH:32][CH:31]=[CH:30][CH:29]=4)(=[O:36])=[O:35])[CH:8]=3)[CH:13]=2)=[C:18]([CH:19]=1)[C:24]#[N:25]. (5) Given the reactants [CH2:1]([O:4][C:5]1([CH3:52])[CH2:10][CH2:9][N:8]([C:11]2[N:16]3[CH:17]=[C:18]([C:20]4[CH:21]=[C:22]([C:26]5[CH:31]=[C:30]([F:32])[C:29]([F:33])=[CH:28][C:27]=5[O:34][C@H:35]([CH2:37]C=C)[CH3:36])[CH:23]=[CH:24][CH:25]=4)[N:19]=[C:15]3[C:14]([CH3:40])=[C:13]([CH3:41])[C:12]=2[C@H:42]([O:47][C:48]([CH3:51])([CH3:50])[CH3:49])[C:43]([O:45][CH3:46])=[O:44])[CH2:7][CH2:6]1)[CH:2]=[CH2:3].C(O[C@@H](C1C(C)=CC2=NC3=CN2C=1N1CCC(C)(OCC=CC[C@H](C)OC2C=C(F)C=CC=2C2C=C3C=CC=2)CC1)C(OC)=O)(C)(C)C, predict the reaction product. The product is: [C:48]([O:47][C@@H:42]([C:12]1[C:13]([CH3:41])=[C:14]([CH3:40])[C:15]2=[N:19][C:18]3=[CH:17][N:16]2[C:11]=1[N:8]1[CH2:9][CH2:10][C:5]([CH3:52])([O:4][CH2:1][CH:2]=[CH:3][CH2:37][C@H:35]([CH3:36])[O:34][C:27]2[CH:28]=[C:29]([F:33])[C:30]([F:32])=[CH:31][C:26]=2[C:22]2[CH:21]=[C:20]3[CH:25]=[CH:24][CH:23]=2)[CH2:6][CH2:7]1)[C:43]([O:45][CH3:46])=[O:44])([CH3:49])([CH3:51])[CH3:50]. (6) The product is: [CH3:1][C:2]1([C:15]2[CH:24]=[CH:23][C:22]3[C:21]([CH3:26])([CH3:25])[CH2:20][CH2:19][C:18]([CH3:28])([CH3:27])[C:17]=3[CH:16]=2)[C:6]2[CH:7]=[C:8]([C:11]([OH:13])=[O:12])[CH:9]=[CH:10][C:5]=2[O:4][CH2:3]1. Given the reactants [CH3:1][C:2]1([C:15]2[CH:24]=[CH:23][C:22]3[C:21]([CH3:26])([CH3:25])[CH2:20][CH2:19][C:18]([CH3:28])([CH3:27])[C:17]=3[CH:16]=2)[C:6]2[CH:7]=[C:8]([C:11]([O:13]C)=[O:12])[CH:9]=[CH:10][C:5]=2[O:4][CH2:3]1.[OH-].[Na+].[OH-].[Li+].O, predict the reaction product.